From a dataset of Reaction yield outcomes from USPTO patents with 853,638 reactions. Predict the reaction yield, written as a fraction of the theoretical maximum amount of product (1.0 means a 100% yield; for example, 0.34 means a 34% yield). (1) The reactants are [NH2:1][C@@:2]([CH3:14])([CH2:5][CH2:6][C:7]1[CH:12]=[CH:11][CH:10]=[CH:9][C:8]=1[Cl:13])[CH2:3][OH:4].C([O-])([O-])=O.[K+].[K+].[N:21]#[C:22]Br.O. The catalyst is C1COCC1.C(OCC)(=O)C. The product is [Cl:13][C:8]1[CH:9]=[CH:10][CH:11]=[CH:12][C:7]=1[CH2:6][CH2:5][C@@:2]1([CH3:14])[CH2:3][O:4][C:22]([NH2:21])=[N:1]1. The yield is 0.330. (2) The reactants are [CH3:1][O:2][C:3]1[CH:4]=[C:5]2[O:9][C:8]([C:10]3[N:11]=[C:12]4[N:16]([CH:17]=3)[N:15]=[C:14]([O:18][CH3:19])[S:13]4)=[CH:7][C:6]2=[C:20]([OH:22])[CH:21]=1.O[CH2:24][C:25]1[N:26]=[C:27]([C:30]2([OH:35])[CH2:34][CH2:33][O:32][CH2:31]2)[S:28][CH:29]=1.C(P(CCCC)CCCC)CCC.N(C(N1CCCCC1)=O)=NC(N1CCCCC1)=O. The catalyst is C1COCC1.CCOC(C)=O.CCOC(C)=O.C(Cl)Cl. The product is [CH3:1][O:2][C:3]1[CH:21]=[C:20]([O:22][CH2:24][C:25]2[N:26]=[C:27]([C:30]3([OH:35])[CH2:34][CH2:33][O:32][CH2:31]3)[S:28][CH:29]=2)[C:6]2[CH:7]=[C:8]([C:10]3[N:11]=[C:12]4[N:16]([CH:17]=3)[N:15]=[C:14]([O:18][CH3:19])[S:13]4)[O:9][C:5]=2[CH:4]=1. The yield is 0.150. (3) The reactants are [CH:1]1([C:7]([N:9]2[C:18]3[C:13](=[CH:14][CH:15]=[CH:16][CH:17]=3)[CH2:12][CH2:11][CH:10]2[CH:19]=O)=[O:8])[CH2:6][CH2:5][CH2:4][CH2:3][CH2:2]1.[F:21][C:22]1[CH:27]=[CH:26][C:25]([N:28]2[CH2:33][CH2:32][NH:31][CH2:30][CH2:29]2)=[C:24]([O:34][CH3:35])[CH:23]=1.C(O[BH-](OC(=O)C)OC(=O)C)(=O)C.[Na+].[OH-].[Na+]. The catalyst is C(Cl)(Cl)Cl.O.C(O)(=O)C. The product is [CH:1]1([C:7]([N:9]2[C:18]3[C:13](=[CH:14][CH:15]=[CH:16][CH:17]=3)[CH2:12][CH2:11][CH:10]2[CH2:19][N:31]2[CH2:30][CH2:29][N:28]([C:25]3[CH:26]=[CH:27][C:22]([F:21])=[CH:23][C:24]=3[O:34][CH3:35])[CH2:33][CH2:32]2)=[O:8])[CH2:2][CH2:3][CH2:4][CH2:5][CH2:6]1. The yield is 0.740. (4) The reactants are [C:1]([O:4][C@@H:5]1[C@H:9]([CH2:10][CH2:11][CH2:12][CH2:13][CH2:14][CH2:15][C:16]([O:18][CH3:19])=[O:17])[C@@H:8]([CH2:20][O:21][Si](C(C)(C)C)(C)C)[C@H:7]([O:29][CH:30]2[CH2:35][CH2:34][CH2:33][CH2:32][O:31]2)[CH2:6]1)(=[O:3])[CH3:2].[F-].C([N+](CCCC)(CCCC)CCCC)CCC. The catalyst is O1CCCC1. The product is [C:1]([O:4][C@@H:5]1[C@H:9]([CH2:10][CH2:11][CH2:12][CH2:13][CH2:14][CH2:15][C:16]([O:18][CH3:19])=[O:17])[C@@H:8]([CH2:20][OH:21])[C@H:7]([O:29][CH:30]2[CH2:35][CH2:34][CH2:33][CH2:32][O:31]2)[CH2:6]1)(=[O:3])[CH3:2]. The yield is 0.981. (5) The product is [Br:19][C:15]1[CH:16]=[CH:17][C:12]([C:10]([OH:11])=[O:9])=[N:13][C:14]=1[O:7][CH2:6][CH:3]1[CH2:5][CH2:4]1. The reactants are [H-].[Na+].[CH:3]1([CH2:6][OH:7])[CH2:5][CH2:4]1.C[O:9][C:10]([C:12]1[C:17](C)=[CH:16][C:15]([Br:19])=[C:14](Cl)[N:13]=1)=[O:11]. The yield is 0.767. No catalyst specified. (6) The reactants are C1(C)C=CC(S(O)(=O)=O)=CC=1.C1C=CC=CC=1.[Cl-].[N:25]1[CH:30]=[CH:29][CH:28]=[CH:27][C:26]=1[N+:25]1[CH:30]=[CH:29][CH:28]=[CH:27][CH:26]=1.[NH2:31][C:32]1[CH:33]=[C:34]([CH:47]=[CH:48][CH:49]=1)[C:35]([NH:37][C:38]1[CH:43]=[CH:42][C:41]([N+:44]([O-:46])=[O:45])=[CH:40][CH:39]=1)=[O:36]. The catalyst is CN1CCCC1=O. The product is [N+:44]([C:41]1[CH:40]=[CH:39][C:38]([NH:37][C:35](=[O:36])[C:34]2[CH:47]=[CH:48][CH:49]=[C:32]([NH:31][C:28]3[CH:27]=[CH:26][N:25]=[CH:30][CH:29]=3)[CH:33]=2)=[CH:43][CH:42]=1)([O-:46])=[O:45]. The yield is 0.550.